From a dataset of Forward reaction prediction with 1.9M reactions from USPTO patents (1976-2016). Predict the product of the given reaction. (1) Given the reactants FC(F)(F)C(O)=O.[C:8]([S:11][CH:12]1[CH2:17][CH2:16][NH:15][CH2:14]/[C:13]/1=[CH:18]\[C:19]1[CH:23]=[C:22]([CH2:24][C:25]([O:27][CH2:28][CH3:29])=[O:26])[N:21]([C:30]([O:32][C:33]([CH3:36])([CH3:35])[CH3:34])=[O:31])[N:20]=1)(=[O:10])[CH3:9].Br[CH:38]([C:44]1[CH:49]=[CH:48][CH:47]=[CH:46][C:45]=1[F:50])[C:39]([CH:41]1[CH2:43][CH2:42]1)=[O:40], predict the reaction product. The product is: [C:8]([S:11][CH:12]1[CH2:17][CH2:16][N:15]([CH:38]([C:44]2[CH:49]=[CH:48][CH:47]=[CH:46][C:45]=2[F:50])[C:39]([CH:41]2[CH2:42][CH2:43]2)=[O:40])[CH2:14]/[C:13]/1=[CH:18]\[C:19]1[CH:23]=[C:22]([CH2:24][C:25]([O:27][CH2:28][CH3:29])=[O:26])[N:21]([C:30]([O:32][C:33]([CH3:35])([CH3:34])[CH3:36])=[O:31])[N:20]=1)(=[O:10])[CH3:9]. (2) The product is: [C:12]1([S:22]([N:2]2[CH2:7][CH2:6][CH2:5][CH:4]([OH:8])[CH2:3]2)(=[O:24])=[O:23])[C:21]2[C:16](=[CH:17][CH:18]=[CH:19][CH:20]=2)[CH:15]=[CH:14][CH:13]=1. Given the reactants Cl.[NH:2]1[CH2:7][CH2:6][CH2:5][C@H:4]([OH:8])[CH2:3]1.C(Cl)Cl.[C:12]1([S:22](Cl)(=[O:24])=[O:23])[C:21]2[C:16](=[CH:17][CH:18]=[CH:19][CH:20]=2)[CH:15]=[CH:14][CH:13]=1, predict the reaction product. (3) Given the reactants [I-].[C:2]([N:9]1[CH2:12][CH2:11][CH2:10]1)([O:4][C:5]([CH3:8])([CH3:7])[CH3:6])=[O:3].Br[C:14]1[N:19]=[CH:18][C:17]([NH2:20])=[C:16]([CH2:21][CH3:22])[CH:15]=1, predict the reaction product. The product is: [C:5]([O:4][C:2]([N:9]1[CH2:10][CH:11]([C:14]2[CH:15]=[C:16]([CH2:21][CH3:22])[C:17]([NH2:20])=[CH:18][N:19]=2)[CH2:12]1)=[O:3])([CH3:8])([CH3:7])[CH3:6].